From a dataset of NCI-60 drug combinations with 297,098 pairs across 59 cell lines. Regression. Given two drug SMILES strings and cell line genomic features, predict the synergy score measuring deviation from expected non-interaction effect. (1) Drug 1: C1CCC(CC1)NC(=O)N(CCCl)N=O. Drug 2: CC1C(C(CC(O1)OC2CC(OC(C2O)C)OC3=CC4=CC5=C(C(=O)C(C(C5)C(C(=O)C(C(C)O)O)OC)OC6CC(C(C(O6)C)O)OC7CC(C(C(O7)C)O)OC8CC(C(C(O8)C)O)(C)O)C(=C4C(=C3C)O)O)O)O. Cell line: HCT116. Synergy scores: CSS=24.8, Synergy_ZIP=3.43, Synergy_Bliss=2.99, Synergy_Loewe=4.89, Synergy_HSA=4.31. (2) Drug 1: C1=C(C(=O)NC(=O)N1)N(CCCl)CCCl. Drug 2: CS(=O)(=O)CCNCC1=CC=C(O1)C2=CC3=C(C=C2)N=CN=C3NC4=CC(=C(C=C4)OCC5=CC(=CC=C5)F)Cl. Cell line: U251. Synergy scores: CSS=32.5, Synergy_ZIP=3.52, Synergy_Bliss=3.97, Synergy_Loewe=1.39, Synergy_HSA=3.96. (3) Drug 1: CCCCC(=O)OCC(=O)C1(CC(C2=C(C1)C(=C3C(=C2O)C(=O)C4=C(C3=O)C=CC=C4OC)O)OC5CC(C(C(O5)C)O)NC(=O)C(F)(F)F)O. Drug 2: CC(C)NC(=O)C1=CC=C(C=C1)CNNC.Cl. Cell line: HS 578T. Synergy scores: CSS=53.4, Synergy_ZIP=8.11, Synergy_Bliss=5.73, Synergy_Loewe=-18.0, Synergy_HSA=4.56. (4) Drug 1: CC1C(C(=O)NC(C(=O)N2CCCC2C(=O)N(CC(=O)N(C(C(=O)O1)C(C)C)C)C)C(C)C)NC(=O)C3=C4C(=C(C=C3)C)OC5=C(C(=O)C(=C(C5=N4)C(=O)NC6C(OC(=O)C(N(C(=O)CN(C(=O)C7CCCN7C(=O)C(NC6=O)C(C)C)C)C)C(C)C)C)N)C. Drug 2: C1CN1P(=S)(N2CC2)N3CC3. Cell line: RPMI-8226. Synergy scores: CSS=56.4, Synergy_ZIP=-4.10, Synergy_Bliss=-1.55, Synergy_Loewe=-3.96, Synergy_HSA=-3.09. (5) Drug 1: CCCS(=O)(=O)NC1=C(C(=C(C=C1)F)C(=O)C2=CNC3=C2C=C(C=N3)C4=CC=C(C=C4)Cl)F. Drug 2: B(C(CC(C)C)NC(=O)C(CC1=CC=CC=C1)NC(=O)C2=NC=CN=C2)(O)O. Cell line: DU-145. Synergy scores: CSS=9.64, Synergy_ZIP=-1.76, Synergy_Bliss=0.193, Synergy_Loewe=-8.64, Synergy_HSA=-2.78. (6) Drug 1: C1=NC(=NC(=O)N1C2C(C(C(O2)CO)O)O)N. Drug 2: CCC1(CC2CC(C3=C(CCN(C2)C1)C4=CC=CC=C4N3)(C5=C(C=C6C(=C5)C78CCN9C7C(C=CC9)(C(C(C8N6C)(C(=O)OC)O)OC(=O)C)CC)OC)C(=O)OC)O.OS(=O)(=O)O. Cell line: M14. Synergy scores: CSS=-4.42, Synergy_ZIP=1.27, Synergy_Bliss=1.47, Synergy_Loewe=-3.96, Synergy_HSA=-1.29. (7) Drug 1: C1CCC(C1)C(CC#N)N2C=C(C=N2)C3=C4C=CNC4=NC=N3. Drug 2: C1=C(C(=O)NC(=O)N1)N(CCCl)CCCl. Cell line: NCI/ADR-RES. Synergy scores: CSS=21.8, Synergy_ZIP=-1.41, Synergy_Bliss=5.28, Synergy_Loewe=-3.96, Synergy_HSA=4.91. (8) Drug 1: C1CCC(CC1)NC(=O)N(CCCl)N=O. Drug 2: C1C(C(OC1N2C=NC(=NC2=O)N)CO)O. Cell line: CCRF-CEM. Synergy scores: CSS=52.4, Synergy_ZIP=2.86, Synergy_Bliss=3.47, Synergy_Loewe=5.06, Synergy_HSA=7.42. (9) Drug 1: CC1C(C(CC(O1)OC2CC(CC3=C2C(=C4C(=C3O)C(=O)C5=C(C4=O)C(=CC=C5)OC)O)(C(=O)C)O)N)O.Cl. Drug 2: CCCS(=O)(=O)NC1=C(C(=C(C=C1)F)C(=O)C2=CNC3=C2C=C(C=N3)C4=CC=C(C=C4)Cl)F. Cell line: UO-31. Synergy scores: CSS=9.38, Synergy_ZIP=-4.86, Synergy_Bliss=-6.23, Synergy_Loewe=-8.74, Synergy_HSA=-4.38.